From a dataset of hERG potassium channel inhibition data for cardiac toxicity prediction from Karim et al.. Regression/Classification. Given a drug SMILES string, predict its toxicity properties. Task type varies by dataset: regression for continuous values (e.g., LD50, hERG inhibition percentage) or binary classification for toxic/non-toxic outcomes (e.g., AMES mutagenicity, cardiotoxicity, hepatotoxicity). Dataset: herg_karim. (1) The molecule is c1ccc(CCNCCC(c2ccccc2)c2ccccc2)cc1. The result is 1 (blocker). (2) The drug is Cc1ccccc1C1CCN(C[C@@H]2CCc3cccnc3[C@@H](O)C2)CC1CO. The result is 0 (non-blocker). (3) The compound is C[N+]1([O-])CCN(C2=Nc3cc(Cl)ccc3Nc3ccccc32)CC1. The result is 0 (non-blocker). (4) The molecule is C[C@H](NC(=O)c1c(N)nn2cccnc12)c1cc2cccc(C#Cc3cnn(C)c3)c2c(=O)n1-c1ccccc1. The result is 0 (non-blocker). (5) The drug is Cc1ncoc1-c1nnc(SCCCN2C[C@H]3C[C@@]3(c3ccc(Cl)cc3)C2)n1C. The result is 1 (blocker).